Dataset: Reaction yield outcomes from USPTO patents with 853,638 reactions. Task: Predict the reaction yield, written as a fraction of the theoretical maximum amount of product (1.0 means a 100% yield; for example, 0.34 means a 34% yield). (1) The reactants are [I:1][C:2]1[C:6]([C:7]([O:9]CC)=[O:8])=[CH:5][N:4]([CH:12]2[CH2:17][CH2:16][CH2:15][CH2:14][O:13]2)[N:3]=1.[Li+].[OH-]. The catalyst is C1COCC1.CO.O. The product is [I:1][C:2]1[C:6]([C:7]([OH:9])=[O:8])=[CH:5][N:4]([CH:12]2[CH2:17][CH2:16][CH2:15][CH2:14][O:13]2)[N:3]=1. The yield is 0.960. (2) The reactants are [C:1]([O:5][C:6]([NH:8][C@H:9]1[CH2:13][CH2:12][C@@H:11]([C:14](O)=[O:15])[CH2:10]1)=[O:7])([CH3:4])([CH3:3])[CH3:2].B.C1COCC1. The yield is 0.740. The catalyst is C1COCC1. The product is [C:1]([O:5][C:6](=[O:7])[NH:8][C@@H:9]1[CH2:13][CH2:12][C@H:11]([CH2:14][OH:15])[CH2:10]1)([CH3:4])([CH3:2])[CH3:3]. (3) The reactants are [CH3:1][C:2]1[NH:3][C:4]2[C:9]([CH:10]=1)=[CH:8][CH:7]=[CH:6][CH:5]=2.I[C:12]1[CH:13]=[C:14]([CH3:19])[CH:15]=[C:16]([CH3:18])[CH:17]=1. No catalyst specified. The product is [CH3:19][C:14]1[CH:13]=[C:12]([N:3]2[C:4]3[C:9](=[CH:8][CH:7]=[CH:6][CH:5]=3)[CH:10]=[C:2]2[CH3:1])[CH:17]=[C:16]([CH3:18])[CH:15]=1. The yield is 0.950. (4) The reactants are [C:1]([O:4][CH2:5][CH3:6])(=[O:3])[CH3:2].C([N-]C(C)C)(C)C.[Li+].[Br:15][C:16]([CH2:18]Br)=[CH2:17]. The catalyst is O1CCCC1.[Cu]I. The product is [Br:15][C:16](=[CH2:17])[CH2:18][CH2:2][C:1]([O:4][CH2:5][CH3:6])=[O:3]. The yield is 0.260. (5) The reactants are [Br:1][C:2]1[CH:10]=[CH:9][CH:8]=[C:7]2[C:3]=1[C:4](O)([C:18]1[C:19]([OH:29])=[CH:20][C:21]3[O:25][C:24]([CH3:27])([CH3:26])[CH2:23][C:22]=3[CH:28]=1)[C:5](=[O:17])[N:6]2[CH2:11][C:12]([O:14][CH2:15][CH3:16])=[O:13].C([SiH](CC)CC)C.FC(F)(F)C(O)=O. The catalyst is ClCCl. The product is [Br:1][C:2]1[CH:10]=[CH:9][CH:8]=[C:7]2[C:3]=1[CH:4]([C:18]1[C:19]([OH:29])=[CH:20][C:21]3[O:25][C:24]([CH3:26])([CH3:27])[CH2:23][C:22]=3[CH:28]=1)[C:5](=[O:17])[N:6]2[CH2:11][C:12]([O:14][CH2:15][CH3:16])=[O:13]. The yield is 0.810. (6) The reactants are Cl[C:2]1[N:10]=[CH:9][N:8]=[C:7]2[C:3]=1[N:4]=[CH:5][N:6]2[CH:11]1[CH2:16][CH2:15][CH2:14][CH2:13][O:12]1.ClC1N=CN=C2C=1NC=N2.C(O)(=O)C(O)=O.[OH:33][CH2:34][CH:35]([CH3:39])[CH2:36][CH2:37][NH2:38].C(N(CC)CC)C. The catalyst is C(O)CC. The product is [OH:33][CH2:34][CH:35]([CH3:39])[CH2:36][CH2:37][NH:38][C:2]1[N:10]=[CH:9][N:8]=[C:7]2[C:3]=1[N:4]=[CH:5][N:6]2[CH:11]1[CH2:16][CH2:15][CH2:14][CH2:13][O:12]1. The yield is 0.750. (7) The reactants are [N:1]1[C:10]2[C:5](=[CH:6][CH:7]=[CH:8][C:9]=2[O:11][CH:12]([CH3:18])[C:13]([O:15]CC)=[O:14])[CH:4]=[CH:3][CH:2]=1.[OH-].[Na+]. The catalyst is CCO.O. The product is [N:1]1[C:10]2[C:5](=[CH:6][CH:7]=[CH:8][C:9]=2[O:11][CH:12]([CH3:18])[C:13]([OH:15])=[O:14])[CH:4]=[CH:3][CH:2]=1. The yield is 0.805.